Task: Predict the product of the given reaction.. Dataset: Forward reaction prediction with 1.9M reactions from USPTO patents (1976-2016) (1) Given the reactants C(OC([NH:8][C@@H:9]1[CH2:14][CH2:13][C@H:12]([CH2:15][NH:16][C:17](=[O:26])[O:18][CH2:19][C:20]2[CH:25]=[CH:24][CH:23]=[CH:22][CH:21]=2)[CH2:11][CH2:10]1)=O)(C)(C)C.Cl, predict the reaction product. The product is: [NH2:8][C@@H:9]1[CH2:14][CH2:13][C@H:12]([CH2:15][NH:16][C:17](=[O:26])[O:18][CH2:19][C:20]2[CH:21]=[CH:22][CH:23]=[CH:24][CH:25]=2)[CH2:11][CH2:10]1. (2) Given the reactants [N+:1]([C:4]1[C:5]([NH:23][CH2:24][C@H:25]2[CH2:30][CH2:29][C@H:28]([N:31]3[CH2:34][CH2:33][CH:32]3[C:35](O)=[O:36])[CH2:27][CH2:26]2)=[N:6][C:7]([NH:10][CH2:11][C:12]2[CH:17]=[CH:16][CH:15]=[CH:14][C:13]=2[O:18][C:19]([F:22])([F:21])[F:20])=[N:8][CH:9]=1)([O-:3])=[O:2].[Cl-].[NH4+].C[N:41](C(ON1N=NC2C=CC=NC1=2)=[N+](C)C)C.F[P-](F)(F)(F)(F)F.CCN(C(C)C)C(C)C, predict the reaction product. The product is: [N+:1]([C:4]1[C:5]([NH:23][CH2:24][C@H:25]2[CH2:26][CH2:27][C@H:28]([N:31]3[CH2:34][CH2:33][CH:32]3[C:35]([NH2:41])=[O:36])[CH2:29][CH2:30]2)=[N:6][C:7]([NH:10][CH2:11][C:12]2[CH:17]=[CH:16][CH:15]=[CH:14][C:13]=2[O:18][C:19]([F:20])([F:21])[F:22])=[N:8][CH:9]=1)([O-:3])=[O:2]. (3) Given the reactants [Cl:1][C:2]1[CH:3]=[C:4]([N:9]2[C:13]([C:14]3[CH:19]=[C:18]([C:20]([F:23])([F:22])[F:21])[CH:17]=[C:16]([F:24])[CH:15]=3)=[CH:12][C:11]([C:25]([OH:27])=O)=[N:10]2)[CH:5]=[CH:6][C:7]=1[F:8].ClC1C=C(N2C(C3C=CC=C(OCCO)C=3)=CC(C([N:52]3[CH2:56][C:55](=[O:57])[NH:54][CH2:53]3)=O)=N2)C=CC=1, predict the reaction product. The product is: [Cl:1][C:2]1[CH:3]=[C:4]([N:9]2[C:13]([C:14]3[CH:19]=[C:18]([C:20]([F:22])([F:23])[F:21])[CH:17]=[C:16]([F:24])[CH:15]=3)=[CH:12][C:11]([C:25]([N:52]3[CH2:56][C:55](=[O:57])[NH:54][CH2:53]3)=[O:27])=[N:10]2)[CH:5]=[CH:6][C:7]=1[F:8]. (4) Given the reactants Br[C:2]1[CH:3]=[C:4]2[C:9](=[CH:10][CH:11]=1)[N:8]=[C:7]([O:12][CH3:13])[C:6]([CH2:14][N:15]1[CH2:20][CH2:19][N:18]3[C:21]([C:24]([F:27])([F:26])[F:25])=[N:22][N:23]=[C:17]3[CH2:16]1)=[C:5]2[Cl:28].[CH3:29][N:30]1[C:34]([C:35]([C:37]2[CH:42]=[CH:41][N:40]=[C:39]([C:43]([F:46])([F:45])[F:44])[CH:38]=2)=[O:36])=[CH:33][N:32]=[CH:31]1.FC(F)(F)C1C=C(C=O)C=CN=1, predict the reaction product. The product is: [Cl:28][C:5]1[C:4]2[C:9](=[CH:10][CH:11]=[C:2]([C:35]([C:34]3[N:30]([CH3:29])[CH:31]=[N:32][CH:33]=3)([C:37]3[CH:42]=[CH:41][N:40]=[C:39]([C:43]([F:46])([F:44])[F:45])[CH:38]=3)[OH:36])[CH:3]=2)[N:8]=[C:7]([O:12][CH3:13])[C:6]=1[CH2:14][N:15]1[CH2:20][CH2:19][N:18]2[C:21]([C:24]([F:27])([F:26])[F:25])=[N:22][N:23]=[C:17]2[CH2:16]1. (5) Given the reactants [C:1]([N:20]1[CH:24]=[C:23]([CH:25]([OH:27])[CH3:26])[N:22]=[CH:21]1)([C:14]1[CH:19]=[CH:18][CH:17]=[CH:16][CH:15]=1)([C:8]1[CH:13]=[CH:12][CH:11]=[CH:10][CH:9]=1)[C:2]1[CH:7]=[CH:6][CH:5]=[CH:4][CH:3]=1.C(N(C(C)C)CC)(C)C.[CH3:37][S:38](Cl)(=[O:40])=[O:39].CCOC(C)=O.[Cl-].[Na+].O, predict the reaction product. The product is: [CH3:37][S:38]([O:27][CH:25]([C:23]1[N:22]=[CH:21][N:20]([C:1]([C:14]2[CH:15]=[CH:16][CH:17]=[CH:18][CH:19]=2)([C:8]2[CH:9]=[CH:10][CH:11]=[CH:12][CH:13]=2)[C:2]2[CH:7]=[CH:6][CH:5]=[CH:4][CH:3]=2)[CH:24]=1)[CH3:26])(=[O:40])=[O:39]. (6) Given the reactants [F:1][C:2]1[CH:7]=[CH:6][C:5]([C@@H:8]2[CH2:12][N:11]([C:13](OC(C)(C)C)=[O:14])[C@H:10]([C:13]([N:11]3[CH2:10][CH2:9][C@H:8]([C:5]4[CH:6]=[CH:7][C:2]([F:1])=[CH:3][CH:4]=4)[CH2:12]3)=[O:14])[CH2:9]2)=[CH:4][CH:3]=1.[ClH:34].O1[CH2:40][CH2:39]OCC1, predict the reaction product. The product is: [ClH:34].[F:1][C:2]1[CH:7]=[CH:6][C:5]([C@H:8]2[CH2:9][CH2:10][N:11]([C:13]([C@@H:10]3[CH2:9][C@H:8]([C:40]4[CH:39]=[CH:5][CH:4]=[CH:3][C:2]=4[F:1])[CH2:12][NH:11]3)=[O:14])[CH2:12]2)=[CH:4][CH:3]=1. (7) Given the reactants [CH2:1]=[C:2]1[CH:7]2[CH2:8][CH:4]([CH2:5][CH2:6]2)[C:3]1=[O:9].[I-].[I-].[CH4:12], predict the reaction product. The product is: [C:2]12([C:3](=[O:9])[CH:4]3[CH2:8][CH:7]1[CH2:6][CH2:5]3)[CH2:12][CH2:1]2. (8) Given the reactants [NH:1]1[CH:8]=[CH:7][C:5](=[O:6])[NH:4][C:2]1=[S:3].[CH3:9][O-].[Na+].CI, predict the reaction product. The product is: [CH3:9][S:3][C:2]1[NH:1][CH:8]=[CH:7][C:5](=[O:6])[N:4]=1.